From a dataset of TCR-epitope binding with 47,182 pairs between 192 epitopes and 23,139 TCRs. Binary Classification. Given a T-cell receptor sequence (or CDR3 region) and an epitope sequence, predict whether binding occurs between them. (1) The epitope is ITEEVGHTDLMAAY. Result: 0 (the TCR does not bind to the epitope). The TCR CDR3 sequence is CASSSGQGDQPQHF. (2) The epitope is YVLDHLIVV. The TCR CDR3 sequence is CASSLGTGETREQYF. Result: 0 (the TCR does not bind to the epitope).